Task: Predict the reaction yield, written as a fraction of the theoretical maximum amount of product (1.0 means a 100% yield; for example, 0.34 means a 34% yield).. Dataset: Reaction yield outcomes from USPTO patents with 853,638 reactions (1) The reactants are [CH:1]1([C:7]2[S:8][C:9]3[C:15]([O:16]C)=[CH:14][CH:13]=[C:12]([O:18]C)[C:10]=3[N:11]=2)[CH2:6][CH2:5][CH2:4][CH2:3][CH2:2]1.[Ce+4].[N+]([O-])([O-])=O.[NH4+]. The catalyst is C(#N)C.O. The product is [CH:1]1([C:7]2[S:8][C:9]3[C:15](=[O:16])[CH:14]=[CH:13][C:12](=[O:18])[C:10]=3[N:11]=2)[CH2:2][CH2:3][CH2:4][CH2:5][CH2:6]1. The yield is 0.880. (2) The reactants are Cl[C:2]1[N:7]=[C:6]([NH:8][CH:9]2[CH2:17][CH:16]3[N:12]([CH2:13][CH2:14][CH2:15]3)[C:11]([CH3:19])([CH3:18])[CH2:10]2)[C:5]([F:20])=[CH:4][N:3]=1.[CH3:21][C:22]1([CH3:37])[O:27][C:26]2[C:28](F)=[CH:29][C:30]([NH2:32])=[CH:31][C:25]=2[N:24]2[N:34]=[N:35][N:36]=[C:23]12.Cl. The catalyst is CC(O)C.O1CCOCC1. The product is [CH3:21][C:22]1([CH3:37])[O:27][C:26]2[CH:28]=[CH:29][C:30]([NH:32][C:2]3[N:7]=[C:6]([NH:8][CH:9]4[CH2:17][CH:16]5[N:12]([CH2:13][CH2:14][CH2:15]5)[C:11]([CH3:19])([CH3:18])[CH2:10]4)[C:5]([F:20])=[CH:4][N:3]=3)=[CH:31][C:25]=2[N:24]2[N:34]=[N:35][N:36]=[C:23]12. The yield is 0.720. (3) The reactants are [NH2:1][C:2]1[C:11]2[C:6](=[CH:7][CH:8]=[CH:9][C:10]=2[O:12][C@H:13]2[CH2:18][CH2:17][C@H:16]([CH3:19])[CH2:15][CH2:14]2)[N:5]=[C:4]([CH3:20])[C:3]=1[C:21]([O:23]CC)=[O:22].[OH-].[Na+].Cl.O.C(#N)C. The catalyst is CCO. The product is [NH2:1][C:2]1[C:11]2[C:6](=[CH:7][CH:8]=[CH:9][C:10]=2[O:12][C@H:13]2[CH2:14][CH2:15][C@H:16]([CH3:19])[CH2:17][CH2:18]2)[N:5]=[C:4]([CH3:20])[C:3]=1[C:21]([OH:23])=[O:22]. The yield is 0.540. (4) The reactants are [CH3:1][C:2]1[O:6][N:5]=[C:4]([C:7]2[CH:12]=[CH:11][CH:10]=[CH:9][CH:8]=2)[C:3]=1[CH2:13][O:14][C:15]1[CH:23]=[CH:22][C:18]([C:19]([OH:21])=O)=[CH:17][N:16]=1.C(N(C(C)C)C(C)C)C.O.ON1C2C=CC=CC=2N=N1.F[B-](F)(F)F.N1(OC(N(C)C)=[N+](C)C)C2C=CC=CC=2N=N1.OC[NH:68][C:69](=[NH:71])[CH3:70]. The catalyst is CN(C=O)C.O. The product is [CH3:70][C:69]1[N:71]=[C:19]([C:18]2[CH:22]=[CH:23][C:15]([O:14][CH2:13][C:3]3[C:4]([C:7]4[CH:8]=[CH:9][CH:10]=[CH:11][CH:12]=4)=[N:5][O:6][C:2]=3[CH3:1])=[N:16][CH:17]=2)[O:21][N:68]=1. The yield is 0.690.